This data is from Forward reaction prediction with 1.9M reactions from USPTO patents (1976-2016). The task is: Predict the product of the given reaction. (1) Given the reactants [F:1][C:2]1[CH:7]=[CH:6][CH:5]=[CH:4][C:3]=1[C:8]1[N:9]=[C:10]([CH3:21])[N:11]([NH:13]C(=O)OC(C)(C)C)[CH:12]=1.FC(F)(F)C(O)=O.[OH-].[Na+], predict the reaction product. The product is: [F:1][C:2]1[CH:7]=[CH:6][CH:5]=[CH:4][C:3]=1[C:8]1[N:9]=[C:10]([CH3:21])[N:11]([NH2:13])[CH:12]=1. (2) Given the reactants [C:1]([N:8]1[CH2:13][CH2:12][CH2:11][CH:10]([CH2:14][OH:15])[CH2:9]1)([O:3][C:4]([CH3:7])([CH3:6])[CH3:5])=[O:2].C(N(CC)CC)C, predict the reaction product. The product is: [C:1]([N:8]1[CH2:13][CH2:12][CH2:11][CH:10]([CH:14]=[O:15])[CH2:9]1)([O:3][C:4]([CH3:7])([CH3:6])[CH3:5])=[O:2]. (3) Given the reactants [CH2:1]([O:3][C:4]([C:6]1[C:7]([O:22][C:23](=[O:25])[CH3:24])=[C:8]2[CH:16]=[CH:15][N:14]([CH2:17][CH2:18][CH:19]([CH3:21])[CH3:20])[C:9]2=[C:10]([C:12]#[N:13])[N:11]=1)=[O:5])[CH3:2].[Cl:26]N1C(=O)CCC1=O.C(OCC)(=O)C, predict the reaction product. The product is: [CH2:1]([O:3][C:4]([C:6]1[C:7]([O:22][C:23](=[O:25])[CH3:24])=[C:8]2[C:16]([Cl:26])=[CH:15][N:14]([CH2:17][CH2:18][CH:19]([CH3:21])[CH3:20])[C:9]2=[C:10]([C:12]#[N:13])[N:11]=1)=[O:5])[CH3:2]. (4) Given the reactants [CH3:1][C:2]1[CH:6]=[C:5]([C:7]([F:10])([F:9])[F:8])[N:4]([C:11]2[CH:18]=[CH:17][C:14]([CH:15]=O)=[CH:13][CH:12]=2)[N:3]=1.[F:19][C:20]1[CH:25]=[CH:24][C:23]([F:26])=[CH:22][C:21]=1[CH2:27][C:28]#[N:29].[OH-].[K+], predict the reaction product. The product is: [F:19][C:20]1[CH:25]=[CH:24][C:23]([F:26])=[CH:22][C:21]=1[C:27](=[CH:15][C:14]1[CH:17]=[CH:18][C:11]([N:4]2[C:5]([C:7]([F:10])([F:9])[F:8])=[CH:6][C:2]([CH3:1])=[N:3]2)=[CH:12][CH:13]=1)[C:28]#[N:29]. (5) Given the reactants CO[CH:3]([O:22]C)[CH:4]([N:6]([CH3:21])[C:7]([NH:9][C:10]1[CH:15]=[C:14]([C:16]([F:19])([F:18])[F:17])[C:13]([I:20])=[CH:12][N:11]=1)=[O:8])[CH3:5], predict the reaction product. The product is: [OH:22][CH:3]1[N:9]([C:10]2[CH:15]=[C:14]([C:16]([F:17])([F:18])[F:19])[C:13]([I:20])=[CH:12][N:11]=2)[C:7](=[O:8])[N:6]([CH3:21])[CH:4]1[CH3:5]. (6) Given the reactants C([NH:8][CH:9]1[CH2:16][CH2:15][CH2:14][CH:13]([NH:17]CC2C=CC=CC=2)[CH2:12][CH2:11][CH2:10]1)C1C=CC=CC=1.C(O)(=O)C, predict the reaction product. The product is: [CH:13]1([NH2:17])[CH2:14][CH2:15][CH2:16][CH:9]([NH2:8])[CH2:10][CH2:11][CH2:12]1. (7) Given the reactants [C:1](N1C=CN=C1)#[N:2].[F:8][C:9]([F:41])([F:40])[C:10]1[CH:11]=[C:12]([CH:33]=[C:34]([C:36]([F:39])([F:38])[F:37])[CH:35]=1)[CH2:13][NH:14][CH:15]1[CH2:21][CH2:20][CH2:19][N:18]([C:22]([O:24][CH:25]([CH3:27])[CH3:26])=[O:23])[C:17]2[CH:28]=[CH:29][C:30]([Br:32])=[CH:31][C:16]1=2.O, predict the reaction product. The product is: [F:41][C:9]([F:8])([F:40])[C:10]1[CH:11]=[C:12]([CH:33]=[C:34]([C:36]([F:37])([F:38])[F:39])[CH:35]=1)[CH2:13][N:14]([C:1]#[N:2])[CH:15]1[CH2:21][CH2:20][CH2:19][N:18]([C:22]([O:24][CH:25]([CH3:27])[CH3:26])=[O:23])[C:17]2[CH:28]=[CH:29][C:30]([Br:32])=[CH:31][C:16]1=2. (8) The product is: [O:1]1[CH2:5][CH2:4][CH2:3][CH:2]1[C:6]1[CH:18]=[CH:17][C:9]([C:10]([O:12][C:13]([CH3:14])([CH3:16])[CH3:15])=[O:11])=[CH:8][CH:7]=1. Given the reactants [O:1]1[CH:5]=[CH:4][CH:3]=[C:2]1[C:6]1[CH:18]=[CH:17][C:9]([C:10]([O:12][C:13]([CH3:16])([CH3:15])[CH3:14])=[O:11])=[CH:8][CH:7]=1, predict the reaction product. (9) The product is: [CH3:33][C:15]1[NH:14][C:13](/[CH:11]=[C:3]2\[C:2](=[O:10])[NH:1][C:9]3[C:4]\2=[CH:5][CH:6]=[CH:7][CH:8]=3)=[C:17]([CH2:18][CH2:19][C:20]([OH:22])=[O:21])[C:16]=1[S:23]([C:26]1[CH:31]=[CH:30][C:29]([CH3:32])=[CH:28][CH:27]=1)(=[O:25])=[O:24]. Given the reactants [NH:1]1[C:9]2[C:4](=[CH:5][CH:6]=[CH:7][CH:8]=2)[CH2:3][C:2]1=[O:10].[CH:11]([C:13]1[NH:14][C:15]([CH3:33])=[C:16]([S:23]([C:26]2[CH:31]=[CH:30][C:29]([CH3:32])=[CH:28][CH:27]=2)(=[O:25])=[O:24])[C:17]=1[CH2:18][CH2:19][C:20]([OH:22])=[O:21])=O.N1CCCCC1, predict the reaction product.